This data is from Full USPTO retrosynthesis dataset with 1.9M reactions from patents (1976-2016). The task is: Predict the reactants needed to synthesize the given product. (1) Given the product [Cl:23][C:19]1[CH:18]=[C:17]([C:14]2[CH:15]=[CH:16][C:11]([CH2:10][C@@H:3]([NH:2][C:24](=[O:30])[CH2:25][CH2:26][C:27]([OH:29])=[O:28])[CH2:4][C:5]([O:7][CH2:8][CH3:9])=[O:6])=[CH:12][CH:13]=2)[CH:22]=[CH:21][CH:20]=1, predict the reactants needed to synthesize it. The reactants are: Cl.[NH2:2][C@H:3]([CH2:10][C:11]1[CH:16]=[CH:15][C:14]([C:17]2[CH:22]=[CH:21][CH:20]=[C:19]([Cl:23])[CH:18]=2)=[CH:13][CH:12]=1)[CH2:4][C:5]([O:7][CH2:8][CH3:9])=[O:6].[C:24]1(=[O:30])[O:29][C:27](=[O:28])[CH2:26][CH2:25]1.CCN(C(C)C)C(C)C. (2) Given the product [F:1][C:2]1[CH:7]=[N:6][C:5]([C:8]2[CH:12]=[CH:11][N:10]([CH2:40][CH2:41][N:42]3[CH2:47][CH2:46][O:45][CH2:44][CH2:43]3)[N:9]=2)=[C:4]2[NH:13][CH:14]=[C:15]([C:16](=[O:36])[C:17]([N:19]3[CH2:24][CH2:23][N:22]([C:25]4[N:29]([C:30]5[CH:31]=[CH:32][CH:33]=[CH:34][CH:35]=5)[N:28]=[N:27][N:26]=4)[CH2:21][CH2:20]3)=[O:18])[C:3]=12, predict the reactants needed to synthesize it. The reactants are: [F:1][C:2]1[CH:7]=[N:6][C:5]([C:8]2[CH:12]=[CH:11][NH:10][N:9]=2)=[C:4]2[NH:13][CH:14]=[C:15]([C:16](=[O:36])[C:17]([N:19]3[CH2:24][CH2:23][N:22]([C:25]4[N:29]([C:30]5[CH:35]=[CH:34][CH:33]=[CH:32][CH:31]=5)[N:28]=[N:27][N:26]=4)[CH2:21][CH2:20]3)=[O:18])[C:3]=12.[H-].[Na+].Cl[CH2:40][CH2:41][N:42]1[CH2:47][CH2:46][O:45][CH2:44][CH2:43]1. (3) Given the product [OH:57][CH2:56][C:55]([CH3:59])([CH3:58])[CH2:54][NH:53][C:11]([C:10]1[C:4]2[C:5](=[N:6][CH:7]=[C:2]([Br:1])[N:3]=2)[N:8]([CH2:14][O:15][CH2:16][CH2:17][Si:18]([CH3:21])([CH3:20])[CH3:19])[CH:9]=1)=[O:13], predict the reactants needed to synthesize it. The reactants are: [Br:1][C:2]1[N:3]=[C:4]2[C:10]([C:11]([OH:13])=O)=[CH:9][N:8]([CH2:14][O:15][CH2:16][CH2:17][Si:18]([CH3:21])([CH3:20])[CH3:19])[C:5]2=[N:6][CH:7]=1.C(N(CC)C(C)C)(C)C.F[B-](F)(F)F.N1(OC(N(C)C)=[N+](C)C)C2C=CC=CC=2N=N1.[NH2:53][CH2:54][C:55]([CH3:59])([CH3:58])[CH2:56][OH:57]. (4) Given the product [C:1]([C:5]1[CH:10]=[CH:9][C:8]([S:11]([NH:14][C:15]2[CH:20]=[CH:19][C:18]([Cl:21])=[CH:17][C:16]=2[N:22]2[C:26]([CH3:27])=[CH:25][N:24]=[N:23]2)(=[O:13])=[O:12])=[CH:7][CH:6]=1)([CH3:4])([CH3:3])[CH3:2], predict the reactants needed to synthesize it. The reactants are: [C:1]([C:5]1[CH:10]=[CH:9][C:8]([S:11]([NH:14][C:15]2[CH:20]=[CH:19][C:18]([Cl:21])=[CH:17][C:16]=2[N:22]2[C:26]([CH:27](C)C)=[CH:25][N:24]=[N:23]2)(=[O:13])=[O:12])=[CH:7][CH:6]=1)([CH3:4])([CH3:3])[CH3:2].CC(C)=O. (5) Given the product [Cl:1][C:2]1[CH:3]=[C:4]2[C:9](=[CH:10][CH:11]=1)[N:8]([C@H:12]([CH3:16])[C:13]([N:50]1[CH2:51][CH2:52][N:47]([C:41]3[CH:46]=[CH:45][CH:44]=[CH:43][CH:42]=3)[CH2:48][CH2:49]1)=[O:15])[CH2:7][CH2:6][CH2:5]2, predict the reactants needed to synthesize it. The reactants are: [Cl:1][C:2]1[CH:3]=[C:4]2[C:9](=[CH:10][CH:11]=1)[N:8]([C@H:12]([CH3:16])[C:13]([OH:15])=O)[CH2:7][CH2:6][CH2:5]2.CN(C(ON1N=NC2C=CC=NC1=2)=[N+](C)C)C.F[P-](F)(F)(F)(F)F.[C:41]1([N:47]2[CH2:52][CH2:51][NH:50][CH2:49][CH2:48]2)[CH:46]=[CH:45][CH:44]=[CH:43][CH:42]=1.C(=O)(O)[O-].[Na+].